Task: Predict the reaction yield, written as a fraction of the theoretical maximum amount of product (1.0 means a 100% yield; for example, 0.34 means a 34% yield).. Dataset: Reaction yield outcomes from USPTO patents with 853,638 reactions (1) The yield is 0.880. The product is [CH3:10][O:9][C:8]1[C:7](=[O:11])[CH:6]=[C:5]([CH3:13])[C:4](=[O:17])[C:3]=1[O:2][CH3:1]. The reactants are [CH3:1][O:2][C:3]1[CH:4]=[C:5]([CH3:13])[CH:6]=[C:7]([O:11]C)[C:8]=1[O:9][CH3:10].OO.[N+]([O-])(O)=[O:17].O. The catalyst is CC(O)=O.O.C1(C)C=CC(S(O)(=O)=O)=CC=1. (2) The reactants are [OH:1][C:2]1[CH:7]=[CH:6][C:5]([C:8]2[CH:13]=[CH:12][C:11]([C:14]#[N:15])=[CH:10][CH:9]=2)=[CH:4][C:3]=1[CH3:16].[I:17]N1C(=O)CCC1=O.CN(C)C(=N)N(C)C.[O-]S([O-])=O.[Na+].[Na+].C([O-])([O-])=O.[Na+].[Na+].P([O-])(O)(O)=O.[K+]. The catalyst is CCOCC.CN(C=O)C. The product is [OH:1][C:2]1[C:7]([I:17])=[CH:6][C:5]([C:8]2[CH:13]=[CH:12][C:11]([C:14]#[N:15])=[CH:10][CH:9]=2)=[CH:4][C:3]=1[CH3:16]. The yield is 0.170. (3) The reactants are [Cl:1][C:2]1[CH:3]=[C:4]([N:8]2[CH:13]=[CH:12][C:11](=[O:14])[C:10]([C:15](=O)[CH:16]=[CH:17][N:18](C)C)=[N:9]2)[CH:5]=[CH:6][CH:7]=1.[C:22]1([NH:28]N)[CH:27]=[CH:26][CH:25]=[CH:24][CH:23]=1. The catalyst is CO. The product is [Cl:1][C:2]1[CH:3]=[C:4]([N:8]2[CH:13]=[CH:12][C:11](=[O:14])[C:10]([C:15]3[N:28]([C:22]4[CH:27]=[CH:26][CH:25]=[CH:24][CH:23]=4)[N:18]=[CH:17][CH:16]=3)=[N:9]2)[CH:5]=[CH:6][CH:7]=1. The yield is 0.190. (4) The reactants are [NH2:1][C:2]1[CH:6]=[C:5]([C:7]2[CH:12]=[CH:11][C:10]([F:13])=[CH:9][CH:8]=2)[S:4][C:3]=1[S:14]([NH2:17])(=[O:16])=[O:15].ClS([N:22]=[C:23]=[O:24])(=O)=O.O. The catalyst is C(Cl)Cl. The product is [F:13][C:10]1[CH:11]=[CH:12][C:7]([C:5]2[S:4][C:3]([S:14]([NH2:17])(=[O:15])=[O:16])=[C:2]([NH:1][C:23]([NH2:22])=[O:24])[CH:6]=2)=[CH:8][CH:9]=1. The yield is 0.580. (5) The reactants are [Cl:1][C:2]1[C:12]2[NH:11][C:10](=[O:13])[CH2:9][N+:8]([O-])=[C:7]([C:15]3[CH:20]=[CH:19][CH:18]=[CH:17][C:16]=3[F:21])[C:6]=2[CH:5]=[CH:4][CH:3]=1.C(OC(C)C)(C)C.[C:29]([O:32]C(=O)C)(=[O:31])[CH3:30]. No catalyst specified. The product is [C:29]([O:32][CH:9]1[N:8]=[C:7]([C:15]2[CH:20]=[CH:19][CH:18]=[CH:17][C:16]=2[F:21])[C:6]2[CH:5]=[CH:4][CH:3]=[C:2]([Cl:1])[C:12]=2[NH:11][C:10]1=[O:13])(=[O:31])[CH3:30]. The yield is 0.500. (6) The reactants are [Cl:1][C:2]1[CH:7]=[C:6]([N:8]2[CH2:13][CH2:12][O:11][CH2:10][CH2:9]2)[N:5]=[C:4]([C:14](=[O:16])[CH3:15])[N:3]=1.[CH3:17][Mg]Br. The catalyst is C1COCC1. The product is [Cl:1][C:2]1[CH:7]=[C:6]([N:8]2[CH2:9][CH2:10][O:11][CH2:12][CH2:13]2)[N:5]=[C:4]([C:14]([OH:16])([CH3:17])[CH3:15])[N:3]=1. The yield is 0.220. (7) The reactants are Br[C:2]1[C:11]2[C:6](=[CH:7][CH:8]=[CH:9][CH:10]=2)[CH:5]=[N:4][C:3]=1[N:12]([CH2:27][C:28]1[CH:33]=[CH:32][C:31]([O:34][C:35]([F:38])([F:37])[F:36])=[CH:30][CH:29]=1)[S:13]([C:16]1[CH:26]=[CH:25][C:19]([C:20]([O:22][CH2:23][CH3:24])=[O:21])=[CH:18][CH:17]=1)(=[O:15])=[O:14].C([Sn](CCCC)(CCCC)[C:44]([O:46]CC)=[CH2:45])CCC.[F-].[K+]. The catalyst is O1CCOCC1.C(OCC)(=O)C.Cl[Pd](Cl)([P](C1C=CC=CC=1)(C1C=CC=CC=1)C1C=CC=CC=1)[P](C1C=CC=CC=1)(C1C=CC=CC=1)C1C=CC=CC=1. The product is [C:44]([C:2]1[C:11]2[C:6](=[CH:7][CH:8]=[CH:9][CH:10]=2)[CH:5]=[N:4][C:3]=1[N:12]([CH2:27][C:28]1[CH:33]=[CH:32][C:31]([O:34][C:35]([F:38])([F:37])[F:36])=[CH:30][CH:29]=1)[S:13]([C:16]1[CH:26]=[CH:25][C:19]([C:20]([O:22][CH2:23][CH3:24])=[O:21])=[CH:18][CH:17]=1)(=[O:15])=[O:14])(=[O:46])[CH3:45]. The yield is 0.470. (8) The reactants are Br[C:2]1[CH:7]=[CH:6][C:5]([N:8]2[C:12]([NH:13][C:14](=[O:24])[O:15][C@@H:16]([C:18]3[CH:23]=[CH:22][CH:21]=[CH:20][CH:19]=3)[CH3:17])=[C:11]([CH2:25][CH3:26])[N:10]=[N:9]2)=[CH:4][CH:3]=1.CC1(C)C(C)(C)OB([C:35]2[CH:40]=[CH:39][C:38]([CH2:41][C:42]([O:44][CH2:45][CH3:46])=[O:43])=[CH:37][CH:36]=2)O1.C1(P(C2CCCCC2)C2C=CC=CC=2C2C(OC)=CC=CC=2OC)CCCCC1.[O-]P([O-])([O-])=O.[K+].[K+].[K+]. The catalyst is [Cl-].[Na+].O.C([O-])(=O)C.[Pd+2].C([O-])(=O)C.O.C1(C)C=CC=CC=1. The product is [CH2:45]([O:44][C:42](=[O:43])[CH2:41][C:38]1[CH:39]=[CH:40][C:35]([C:2]2[CH:7]=[CH:6][C:5]([N:8]3[C:12]([NH:13][C:14]([O:15][C@@H:16]([C:18]4[CH:23]=[CH:22][CH:21]=[CH:20][CH:19]=4)[CH3:17])=[O:24])=[C:11]([CH2:25][CH3:26])[N:10]=[N:9]3)=[CH:4][CH:3]=2)=[CH:36][CH:37]=1)[CH3:46]. The yield is 0.550. (9) The reactants are CC1(C)CO[C:5]([CH2:14][S:15][C@H:16]2[C:19](=[O:20])[N:18]([C:21]3[CH:26]=[CH:25][C:24]([F:27])=[CH:23][CH:22]=3)[C@@H:17]2[C:28]2[CH:42]=[CH:41][C:31]([O:32][CH2:33][C:34]([O:36]C(C)(C)C)=[O:35])=[CH:30][CH:29]=2)([C:8]2[CH:13]=[CH:12][CH:11]=[CH:10][CH:9]=2)[O:4]C1. The catalyst is C(O)=O. The product is [F:27][C:24]1[CH:25]=[CH:26][C:21]([N:18]2[C:19](=[O:20])[C@H:16]([S:15][CH2:14][C:5](=[O:4])[C:8]3[CH:13]=[CH:12][CH:11]=[CH:10][CH:9]=3)[C@H:17]2[C:28]2[CH:29]=[CH:30][C:31]([O:32][CH2:33][C:34]([OH:36])=[O:35])=[CH:41][CH:42]=2)=[CH:22][CH:23]=1. The yield is 0.680.